This data is from Full USPTO retrosynthesis dataset with 1.9M reactions from patents (1976-2016). The task is: Predict the reactants needed to synthesize the given product. (1) Given the product [Cl:23][C:21]1[N:22]=[C:17]([NH:16][C:13]2[CH:12]=[CH:11][C:10]([CH2:9][P:4]3(=[O:8])[O:3][CH2:1][CH2:7][CH2:6][O:5]3)=[CH:15][CH:14]=2)[C:47]([C:51]([F:54])([F:53])[F:52])=[CH:46][N:45]=1, predict the reactants needed to synthesize it. The reactants are: [CH2:1]([O:3][P:4]([CH2:9][C:10]1[CH:15]=[CH:14][C:13]([NH:16][C:17]2[N:22]=[C:21]([Cl:23])C(C(F)(F)F)=CN=2)=[CH:12][CH:11]=1)(=[O:8])[O:5][CH2:6][CH3:7])C.O=P1(CC2C=CC(N)=CC=2)OCCCO1.ClC1N=C(Cl)[C:47]([C:51]([F:54])([F:53])[F:52])=[CH:46][N:45]=1. (2) The reactants are: Cl[C:2]1[C:7]([CH2:8][CH2:9][OH:10])=[C:6]([Cl:11])[N:5]=[C:4]([N:12]2[CH2:17][CH2:16][O:15][CH2:14][CH2:13]2)[N:3]=1.[NH2:18][C:19]1([CH3:31])[CH2:23][CH2:22][N:21]([C:24]([O:26][C:27]([CH3:30])([CH3:29])[CH3:28])=[O:25])[CH2:20]1.CCN(C(C)C)C(C)C. Given the product [Cl:11][C:6]1[N:5]=[C:4]([N:12]2[CH2:17][CH2:16][O:15][CH2:14][CH2:13]2)[N:3]=[C:2]([NH:18][C:19]2([CH3:31])[CH2:23][CH2:22][N:21]([C:24]([O:26][C:27]([CH3:30])([CH3:29])[CH3:28])=[O:25])[CH2:20]2)[C:7]=1[CH2:8][CH2:9][OH:10], predict the reactants needed to synthesize it. (3) Given the product [NH2:1][C:2]1[C:3]2[N:4]([C:8]([C@H:12]3[CH2:32][N:16]4[C:17](=[O:31])[CH2:18][NH:19][CH2:20][C@H:15]4[CH2:14][CH2:13]3)=[N:9][C:10]=2[Br:11])[CH:5]=[CH:6][N:7]=1, predict the reactants needed to synthesize it. The reactants are: [NH2:1][C:2]1[C:3]2[N:4]([C:8]([C@H:12]3[CH2:32][N:16]4[C:17](=[O:31])[CH2:18][N:19](C(OCC5C=CC=CC=5)=O)[CH2:20][C@H:15]4[CH2:14][CH2:13]3)=[N:9][C:10]=2[Br:11])[CH:5]=[CH:6][N:7]=1.C(OC(C)C)(C)C. (4) Given the product [Cl:21][C:22]1[CH:29]=[CH:28][CH:27]=[C:26]([F:30])[C:23]=1[C:24]1[N:1]=[C:2]2[CH:7]=[C:6]([CH3:8])[CH:5]=[CH:4][N:3]2[C:10]=1[NH:9][C:11]1[CH:20]=[CH:19][C:14]2[O:15][CH2:16][CH2:17][O:18][C:13]=2[CH:12]=1, predict the reactants needed to synthesize it. The reactants are: [NH2:1][C:2]1[CH:7]=[C:6]([CH3:8])[CH:5]=[CH:4][N:3]=1.[N+:9]([C:11]1[CH:20]=[CH:19][C:14]2[O:15][CH2:16][CH2:17][O:18][C:13]=2[CH:12]=1)#[C-:10].[Cl:21][C:22]1[CH:29]=[CH:28][CH:27]=[C:26]([F:30])[C:23]=1[CH:24]=O.[Br-].C([N+]1C=CN(C)C=1)CCC. (5) Given the product [CH:29]1([CH2:28][N:7]2[C:12](=[O:13])[C:11]3[S:14][CH:15]=[C:16]([C:17]4[CH:18]=[CH:19][CH:20]=[CH:21][CH:22]=4)[C:10]=3[N:9]=[CH:8]2)[CH2:34][CH2:33][CH2:32][CH2:31][CH2:30]1, predict the reactants needed to synthesize it. The reactants are: C1([N:7]2[C:12](=[O:13])[C:11]3[S:14][CH:15]=[C:16]([C:17]4[CH:22]=[CH:21][CH:20]=[CH:19][CH:18]=4)[C:10]=3[N:9]=[CH:8]2)C=CC=CC=1.NC1[C:28]([C:29]2[CH:34]=[CH:33][CH:32]=[CH:31][CH:30]=2)=CSC=1C(OC)=O.C(OCC)(OCC)OCC.C1(CN)CCCCC1. (6) Given the product [NH2:8][C:9]1[CH:14]=[CH:13][N:12]=[CH:11][C:10]=1[C:15]([O:17][CH3:18])=[O:16], predict the reactants needed to synthesize it. The reactants are: C([NH:8][C:9]1[CH:14]=[CH:13][N:12]=[CH:11][C:10]=1[C:15]([O:17][CH3:18])=[O:16])(OC(C)(C)C)=O. (7) Given the product [C:26]([O:30][C:31](=[O:45])[NH:32][C@@H:33]1[C@@H:37]([N:38]2[CH2:43][CH2:42][CH2:41][CH2:40][C:39]2=[O:44])[CH2:36][N:35]([C:21]2[N:20]=[CH:19][C:18]([O:17][CH2:16][CH2:15][C@H:14]([CH:11]3[CH2:12][CH2:13][N:8]([C:5]4[N:4]=[CH:3][C:2]([Cl:1])=[CH:7][N:6]=4)[CH2:9][CH2:10]3)[CH3:25])=[CH:23][N:22]=2)[CH2:34]1)([CH3:29])([CH3:27])[CH3:28], predict the reactants needed to synthesize it. The reactants are: [Cl:1][C:2]1[CH:3]=[N:4][C:5]([N:8]2[CH2:13][CH2:12][CH:11]([C@H:14]([CH3:25])[CH2:15][CH2:16][O:17][C:18]3[CH:19]=[N:20][C:21](Cl)=[N:22][CH:23]=3)[CH2:10][CH2:9]2)=[N:6][CH:7]=1.[C:26]([O:30][C:31](=[O:45])[NH:32][C@@H:33]1[C@@H:37]([N:38]2[CH2:43][CH2:42][CH2:41][CH2:40][C:39]2=[O:44])[CH2:36][NH:35][CH2:34]1)([CH3:29])([CH3:28])[CH3:27].C1CCN2C(=NCCC2)CC1. (8) Given the product [F:1][C:2]1[C:7]2[C:8]([C:18]([NH:19][CH3:20])=[O:21])=[C:9]([C:11]3[CH:12]=[CH:13][C:14]([F:17])=[CH:15][CH:16]=3)[O:10][C:6]=2[CH:5]=[CH:4][C:3]=1[C:22]1[CH:30]=[C:26]([C:27](=[O:28])[NH:43][C:40]2([C:35]3[N:36]=[CH:37][CH:38]=[CH:39][N:34]=3)[CH2:42][CH2:41]2)[C:25]([O:31][CH3:32])=[CH:24][C:23]=1[CH3:33], predict the reactants needed to synthesize it. The reactants are: [F:1][C:2]1[C:7]2[C:8]([C:18](=[O:21])[NH:19][CH3:20])=[C:9]([C:11]3[CH:16]=[CH:15][C:14]([F:17])=[CH:13][CH:12]=3)[O:10][C:6]=2[CH:5]=[CH:4][C:3]=1[C:22]1[C:23]([CH3:33])=[CH:24][C:25]([O:31][CH3:32])=[C:26]([CH:30]=1)[C:27](O)=[O:28].[N:34]1[CH:39]=[CH:38][CH:37]=[N:36][C:35]=1[C:40]1([NH2:43])[CH2:42][CH2:41]1.C(O)(C(F)(F)F)=O.C(N(CC)C(C)C)(C)C.